The task is: Predict the reaction yield, written as a fraction of the theoretical maximum amount of product (1.0 means a 100% yield; for example, 0.34 means a 34% yield).. This data is from Reaction yield outcomes from USPTO patents with 853,638 reactions. (1) The reactants are Br[C:2]1[CH:3]=[CH:4][C:5]2[N:9]=[CH:8][N:7]([CH2:10][C:11]3[CH:16]=[CH:15][C:14]([O:17][CH3:18])=[CH:13][CH:12]=3)[C:6]=2[CH:19]=1.[CH2:20]1[C:29]2[C:24](=[CH:25][CH:26]=[CH:27][CH:28]=2)[CH2:23][CH2:22][N:21]1[CH2:30][CH:31]([OH:49])[CH2:32][O:33][C:34]1[CH:39]=[CH:38][CH:37]=[C:36](B2OC(C)(C)C(C)(C)O2)[CH:35]=1.C([O-])([O-])=O.[K+].[K+]. The catalyst is O1CCOCC1.O.C1C=CC(P(C2C=CC=CC=2)[C-]2C=CC=C2)=CC=1.C1C=CC(P(C2C=CC=CC=2)[C-]2C=CC=C2)=CC=1.Cl[Pd]Cl.[Fe+2]. The product is [CH2:20]1[C:29]2[C:24](=[CH:25][CH:26]=[CH:27][CH:28]=2)[CH2:23][CH2:22][N:21]1[CH2:30][CH:31]([OH:49])[CH2:32][O:33][C:34]1[CH:39]=[CH:38][CH:37]=[C:36]([C:2]2[CH:3]=[CH:4][C:5]3[N:9]=[CH:8][N:7]([CH2:10][C:11]4[CH:16]=[CH:15][C:14]([O:17][CH3:18])=[CH:13][CH:12]=4)[C:6]=3[CH:19]=2)[CH:35]=1. The yield is 0.242. (2) The reactants are [NH2:1][C:2]1[CH:3]=[C:4]([CH:7]=[CH:8][C:9]=1[N:10]1[C:18]2[C:13](=[C:14]([N:19]3[CH:23]=[C:22]([C:24]4[CH:25]=[N:26][N:27]([CH3:29])[CH:28]=4)[N:21]=[CH:20]3)[CH:15]=[CH:16][CH:17]=2)[C:12]([C:30]([F:33])([F:32])[F:31])=[N:11]1)[C:5]#[N:6].[OH-:34].[Na+].OO.[Cl-].[NH4+]. The catalyst is CS(C)=O. The product is [NH2:1][C:2]1[CH:3]=[C:4]([CH:7]=[CH:8][C:9]=1[N:10]1[C:18]2[C:13](=[C:14]([N:19]3[CH:23]=[C:22]([C:24]4[CH:25]=[N:26][N:27]([CH3:29])[CH:28]=4)[N:21]=[CH:20]3)[CH:15]=[CH:16][CH:17]=2)[C:12]([C:30]([F:33])([F:32])[F:31])=[N:11]1)[C:5]([NH2:6])=[O:34]. The yield is 0.630.